This data is from Forward reaction prediction with 1.9M reactions from USPTO patents (1976-2016). The task is: Predict the product of the given reaction. Given the reactants [N:1]1[C:10]2[C:5](=[CH:6][C:7]([CH2:11][NH:12][C:13]3[CH:14]=[C:15]([CH:18]=[CH:19][CH:20]=3)[C:16]#[N:17])=[CH:8][CH:9]=2)[CH:4]=[CH:3][CH:2]=1.[C:21](Cl)(=[O:24])[CH2:22][CH3:23], predict the reaction product. The product is: [C:16]([C:15]1[CH:14]=[C:13]([N:12]([CH2:11][C:7]2[CH:6]=[C:5]3[C:10](=[CH:9][CH:8]=2)[N:1]=[CH:2][CH:3]=[CH:4]3)[C:21](=[O:24])[CH2:22][CH3:23])[CH:20]=[CH:19][CH:18]=1)#[N:17].